Predict which catalyst facilitates the given reaction. From a dataset of Catalyst prediction with 721,799 reactions and 888 catalyst types from USPTO. Reactant: [F:1][C:2]1[C:3]([C:8]2[N:9]([CH2:13][C:14]3[N:19]=[CH:18][N:17]=[C:16]([NH:20][NH2:21])[C:15]=3[CH2:22][CH2:23][CH3:24])[CH:10]=[CH:11][N:12]=2)=[N:4][CH:5]=[CH:6][CH:7]=1.[F:25][CH:26]([F:35])[C:27](O[C:27](=O)[CH:26]([F:35])[F:25])=O.C([O-])(O)=O.[Na+]. Product: [F:25][CH:26]([F:35])[C:27]1[N:17]2[CH:18]=[N:19][C:14]([CH2:13][N:9]3[CH:10]=[CH:11][N:12]=[C:8]3[C:3]3[C:2]([F:1])=[CH:7][CH:6]=[CH:5][N:4]=3)=[C:15]([CH2:22][CH2:23][CH3:24])[C:16]2=[N:20][N:21]=1. The catalyst class is: 4.